From a dataset of Reaction yield outcomes from USPTO patents with 853,638 reactions. Predict the reaction yield, written as a fraction of the theoretical maximum amount of product (1.0 means a 100% yield; for example, 0.34 means a 34% yield). The reactants are [NH2:1][C:2]1[CH:7]=[CH:6][C:5]([N+:8]([O-:10])=[O:9])=[CH:4][N:3]=1.C(N(CC)CC)C.[CH:18]1([C:24](Cl)=[O:25])[CH2:23][CH2:22][CH2:21][CH2:20][CH2:19]1. The catalyst is O1CCCC1. The product is [N+:8]([C:5]1[CH:6]=[CH:7][C:2]([NH:1][C:24]([CH:18]2[CH2:23][CH2:22][CH2:21][CH2:20][CH2:19]2)=[O:25])=[N:3][CH:4]=1)([O-:10])=[O:9]. The yield is 0.370.